This data is from Full USPTO retrosynthesis dataset with 1.9M reactions from patents (1976-2016). The task is: Predict the reactants needed to synthesize the given product. (1) The reactants are: [CH:1]([C:4]1[CH:24]=[CH:23][C:7]([O:8][CH2:9][C:10]([NH:12][C:13]2[CH:14]=[C:15]([CH:20]=[CH:21][CH:22]=2)[C:16]([O:18]C)=[O:17])=[O:11])=[CH:6][C:5]=1[CH3:25])([CH3:3])[CH3:2].[I-].[Li+]. Given the product [CH:1]([C:4]1[CH:24]=[CH:23][C:7]([O:8][CH2:9][C:10]([NH:12][C:13]2[CH:14]=[C:15]([CH:20]=[CH:21][CH:22]=2)[C:16]([OH:18])=[O:17])=[O:11])=[CH:6][C:5]=1[CH3:25])([CH3:3])[CH3:2], predict the reactants needed to synthesize it. (2) Given the product [CH3:15][C:14]1[N:13]=[C:12]([NH2:16])[CH:11]=[CH:10][C:9]=1[O:8][C:6]1[CH:5]=[CH:4][N:3]=[C:2]([C:21]2[CH:20]=[N:19][C:18]([CH3:17])=[CH:23][CH:22]=2)[CH:7]=1, predict the reactants needed to synthesize it. The reactants are: Cl[C:2]1[CH:7]=[C:6]([O:8][C:9]2[CH:10]=[CH:11][C:12]([NH2:16])=[N:13][C:14]=2[CH3:15])[CH:5]=[CH:4][N:3]=1.[CH3:17][C:18]1[CH:23]=[CH:22][C:21](B2OC(C)(C)C(C)(C)O2)=[CH:20][N:19]=1.C([O-])([O-])=O.[K+].[K+].O. (3) Given the product [F:28][C:3]1[C:2]2[N:1]=[N:30][S:12][C:11]=2[CH:10]=[C:5]([C:6]([O:8][CH3:9])=[O:7])[C:4]=1[NH:20][C:21]1[CH:26]=[CH:25][CH:24]=[CH:23][C:22]=1[Cl:27], predict the reactants needed to synthesize it. The reactants are: [NH2:1][C:2]1[C:11]([S:12]CC2C=CC=CC=2)=[CH:10][C:5]([C:6]([O:8][CH3:9])=[O:7])=[C:4]([NH:20][C:21]2[CH:26]=[CH:25][CH:24]=[CH:23][C:22]=2[Cl:27])[C:3]=1[F:28].Cl.[N:30]([O-])=O.[Na+].C([O-])(O)=O.[Na+]. (4) Given the product [C:38]([C:2]1[CH:7]=[CH:6][N:5]=[C:4]([O:8][C@H:9]2[CH2:14][N:13]([C:15]([O:17][C:18]([CH3:21])([CH3:20])[CH3:19])=[O:16])[C@H:12]([CH3:22])[CH2:11][CH2:10]2)[C:3]=1[O:23][CH3:24])#[N:39], predict the reactants needed to synthesize it. The reactants are: I[C:2]1[CH:7]=[CH:6][N:5]=[C:4]([O:8][C@H:9]2[CH2:14][N:13]([C:15]([O:17][C:18]([CH3:21])([CH3:20])[CH3:19])=[O:16])[C@H:12]([CH3:22])[CH2:11][CH2:10]2)[C:3]=1[O:23][CH3:24].C([Sn]([C:38]#[N:39])(CCCC)CCCC)CCC.N#N.[F-].[K+]. (5) Given the product [CH:1]([O:4][C:5]1[CH:6]=[C:7](/[CH:16]=[CH:15]/[CH2:14][C@H:13]([OH:17])[CH3:12])[CH:8]=[N:9][CH:10]=1)([CH3:3])[CH3:2], predict the reactants needed to synthesize it. The reactants are: [CH:1]([O:4][C:5]1[CH:6]=[C:7](Br)[CH:8]=[N:9][CH:10]=1)([CH3:3])[CH3:2].[CH3:12][C@@H:13]([OH:17])[CH2:14][CH:15]=[CH2:16].C(N(CC)CC)C.C(#N)C. (6) Given the product [F:7][C:8]1[C:9]2[O:16][C:18]([C:19](=[O:21])[CH3:20])=[CH:11][C:10]=2[CH:13]=[CH:14][CH:15]=1, predict the reactants needed to synthesize it. The reactants are: C([O-])([O-])=O.[K+].[K+].[F:7][C:8]1[C:9]([OH:16])=[C:10]([CH:13]=[CH:14][CH:15]=1)[CH:11]=O.Cl[CH2:18][C:19](=[O:21])[CH3:20].